This data is from NCI-60 drug combinations with 297,098 pairs across 59 cell lines. The task is: Regression. Given two drug SMILES strings and cell line genomic features, predict the synergy score measuring deviation from expected non-interaction effect. (1) Drug 2: CC1C(C(CC(O1)OC2CC(CC3=C2C(=C4C(=C3O)C(=O)C5=CC=CC=C5C4=O)O)(C(=O)C)O)N)O. Synergy scores: CSS=48.0, Synergy_ZIP=-3.80, Synergy_Bliss=-3.09, Synergy_Loewe=-9.16, Synergy_HSA=-3.29. Cell line: MDA-MB-435. Drug 1: CC(C1=C(C=CC(=C1Cl)F)Cl)OC2=C(N=CC(=C2)C3=CN(N=C3)C4CCNCC4)N. (2) Drug 1: CNC(=O)C1=NC=CC(=C1)OC2=CC=C(C=C2)NC(=O)NC3=CC(=C(C=C3)Cl)C(F)(F)F. Drug 2: C1CCC(C(C1)N)N.C(=O)(C(=O)[O-])[O-].[Pt+4]. Cell line: CAKI-1. Synergy scores: CSS=9.62, Synergy_ZIP=1.02, Synergy_Bliss=1.74, Synergy_Loewe=-24.2, Synergy_HSA=-7.49. (3) Drug 1: CC12CCC3C(C1CCC2=O)CC(=C)C4=CC(=O)C=CC34C. Drug 2: CCN(CC)CCCC(C)NC1=C2C=C(C=CC2=NC3=C1C=CC(=C3)Cl)OC. Cell line: IGROV1. Synergy scores: CSS=44.8, Synergy_ZIP=4.92, Synergy_Bliss=8.23, Synergy_Loewe=4.89, Synergy_HSA=7.36. (4) Drug 1: CCC1=CC2CC(C3=C(CN(C2)C1)C4=CC=CC=C4N3)(C5=C(C=C6C(=C5)C78CCN9C7C(C=CC9)(C(C(C8N6C)(C(=O)OC)O)OC(=O)C)CC)OC)C(=O)OC.C(C(C(=O)O)O)(C(=O)O)O. Drug 2: CC1CCC2CC(C(=CC=CC=CC(CC(C(=O)C(C(C(=CC(C(=O)CC(OC(=O)C3CCCCN3C(=O)C(=O)C1(O2)O)C(C)CC4CCC(C(C4)OC)O)C)C)O)OC)C)C)C)OC. Cell line: K-562. Synergy scores: CSS=73.7, Synergy_ZIP=-4.15, Synergy_Bliss=-1.31, Synergy_Loewe=1.93, Synergy_HSA=3.98.